Dataset: Reaction yield outcomes from USPTO patents with 853,638 reactions. Task: Predict the reaction yield, written as a fraction of the theoretical maximum amount of product (1.0 means a 100% yield; for example, 0.34 means a 34% yield). (1) The catalyst is O1CCCC1. The yield is 0.760. The product is [CH2:1]([S:15][C:12]1[CH:13]=[CH:14][C:9]([F:8])=[CH:10][CH:11]=1)[CH3:2]. The reactants are [CH2:1](N(CC)CC)[CH3:2].[F:8][C:9]1[CH:14]=[CH:13][C:12]([SH:15])=[CH:11][CH:10]=1.ICC. (2) The reactants are N([O-])=O.[Na+].[BrH:5].[CH3:6][C:7]1[CH:8]=[C:9]([CH:11]=[C:12]([CH3:14])[CH:13]=1)N.CCCCCC. The catalyst is O.[Cu]Br. The product is [Br:5][C:9]1[CH:8]=[C:7]([CH3:6])[CH:13]=[C:12]([CH3:14])[CH:11]=1. The yield is 0.600. (3) The reactants are Cl[CH2:2][CH2:3][CH2:4][S:5]([C:8]1[CH:17]=[CH:16][C:11]([C:12]([O:14]C)=[O:13])=[CH:10][CH:9]=1)(=[O:7])=[O:6].CC(C)([O-])C.[K+]. The catalyst is CC(O)(C)C.O. The product is [CH:4]1([S:5]([C:8]2[CH:17]=[CH:16][C:11]([C:12]([OH:14])=[O:13])=[CH:10][CH:9]=2)(=[O:7])=[O:6])[CH2:2][CH2:3]1. The yield is 0.790. (4) The reactants are [CH2:1]([N:3]1[C:12]2[C:7](=[N:8][CH:9]=[C:10]([CH2:13][C:14]3[CH:19]=[CH:18][C:17]([F:20])=[CH:16][CH:15]=3)[CH:11]=2)[C:6]([OH:21])=[C:5]([C:22](OCC)=[O:23])[C:4]1=[O:27])[CH3:2].[NH2:28][CH:29]([CH3:32])[CH2:30][OH:31]. No catalyst specified. The product is [CH2:1]([N:3]1[C:12]2[C:7](=[N:8][CH:9]=[C:10]([CH2:13][C:14]3[CH:19]=[CH:18][C:17]([F:20])=[CH:16][CH:15]=3)[CH:11]=2)[C:6]([OH:21])=[C:5]([C:22]([NH:28][CH:29]([CH3:32])[CH2:30][OH:31])=[O:23])[C:4]1=[O:27])[CH3:2]. The yield is 0.660. (5) The reactants are Br[C:2]1[CH:7]=[CH:6][CH:5]=[CH:4][C:3]=1[CH2:8][CH3:9].[CH2:10]([CH:14]1[CH2:19][CH2:18][N:17]([CH2:20][CH2:21]CC#N)[CH2:16][CH2:15]1)[CH2:11][CH2:12][CH3:13].C(Cl)Cl.C[OH:29].CC[O:32][CH2:33]C. The catalyst is C(Cl)Cl. The product is [CH2:10]([CH:14]1[CH2:19][CH2:18][N:17]([CH2:20][CH2:21][CH2:9][C:8]([C:3]2[CH:4]=[CH:5][CH:6]=[CH:7][C:2]=2[O:32][CH3:33])=[O:29])[CH2:16][CH2:15]1)[CH2:11][CH2:12][CH3:13]. The yield is 0.900. (6) The yield is 0.460. The product is [ClH:1].[ClH:1].[C:25]([C:18]1[C:19]2[C:24](=[CH:23][CH:22]=[CH:21][CH:20]=2)[C:15]([N:14]2[CH:12]3[CH2:11][CH2:10][CH:9]2[CH2:8][CH:7]([NH:6][C:4](=[O:5])[CH2:3][CH2:2][N:32]2[CH2:33][CH2:34][N:29]([CH2:27][CH3:28])[CH2:30][CH2:31]2)[CH2:13]3)=[CH:16][CH:17]=1)#[N:26]. The reactants are [Cl:1][CH2:2][CH2:3][C:4]([NH:6][CH:7]1[CH2:13][CH:12]2[N:14]([C:15]3[C:24]4[C:19](=[CH:20][CH:21]=[CH:22][CH:23]=4)[C:18]([C:25]#[N:26])=[CH:17][CH:16]=3)[CH:9]([CH2:10][CH2:11]2)[CH2:8]1)=[O:5].[CH2:27]([N:29]1[CH2:34][CH2:33][NH:32][CH2:31][CH2:30]1)[CH3:28].C(=O)([O-])[O-].[K+].[K+]. The catalyst is C(#N)C.C(OCC)(=O)C. (7) The reactants are C[Si](C)(C)[C:3]#[C:4][C:5]1[CH:6]=[C:7]([NH2:11])[CH:8]=[N:9][CH:10]=1.C([O-])([O-])=O.[K+].[K+]. The catalyst is CO. The product is [C:4]([C:5]1[CH:6]=[C:7]([NH2:11])[CH:8]=[N:9][CH:10]=1)#[CH:3]. The yield is 0.970.